From a dataset of Carcinogenicity classification data from Lagunin et al.. Regression/Classification. Given a drug SMILES string, predict its toxicity properties. Task type varies by dataset: regression for continuous values (e.g., LD50, hERG inhibition percentage) or binary classification for toxic/non-toxic outcomes (e.g., AMES mutagenicity, cardiotoxicity, hepatotoxicity). Dataset: carcinogens_lagunin. (1) The compound is COc1ccc(C(=O)OC2C[C@H]3CC[C@H](C2)N3C)cc1OC. The result is 0 (non-carcinogenic). (2) The drug is CN(C)CCOC(c1ccc(Cl)cc1)c1ccccn1. The result is 0 (non-carcinogenic). (3) The compound is CN(C)[C@@H]1C(O)=C(C(N)=O)C(=O)[C@@]2(O)C(O)=C3C(=O)c4c(O)ccc(Cl)c4[C@@H](O)[C@H]3C[C@@H]12. The result is 0 (non-carcinogenic).